Predict the reactants needed to synthesize the given product. From a dataset of Full USPTO retrosynthesis dataset with 1.9M reactions from patents (1976-2016). (1) Given the product [CH3:16][C:17]1([CH3:24])[O:22][CH2:21][CH:20]([NH:13][C:12]2[CH:11]=[CH:10][C:9]([CH2:1][CH2:2][CH2:3][CH2:4][CH2:5][CH2:6][CH2:7][CH3:8])=[CH:15][CH:14]=2)[CH2:19][O:18]1, predict the reactants needed to synthesize it. The reactants are: [CH2:1]([C:9]1[CH:15]=[CH:14][C:12]([NH2:13])=[CH:11][CH:10]=1)[CH2:2][CH2:3][CH2:4][CH2:5][CH2:6][CH2:7][CH3:8].[CH3:16][C:17]1([CH3:24])[O:22][CH2:21][C:20](=O)[CH2:19][O:18]1.[BH-](OC(C)=O)(OC(C)=O)OC(C)=O.[Na+].CC(O)=O. (2) Given the product [Cl:1][C:2]1[N:3]=[CH:4][C:5]([CH2:8][N:14]2[CH2:15][CH2:16][N:11]([CH3:10])[CH2:12][CH2:13]2)=[CH:6][CH:7]=1, predict the reactants needed to synthesize it. The reactants are: [Cl:1][C:2]1[CH:7]=[CH:6][C:5]([CH2:8]Cl)=[CH:4][N:3]=1.[CH3:10][N:11]1[CH2:16][CH2:15][NH:14][CH2:13][CH2:12]1.C(=O)([O-])[O-].[K+].[K+].